Dataset: Forward reaction prediction with 1.9M reactions from USPTO patents (1976-2016). Task: Predict the product of the given reaction. (1) Given the reactants FC(F)(F)S(O[C:7]1[CH2:12][CH2:11][N:10]([C:13]([O:15][C:16]([CH3:19])([CH3:18])[CH3:17])=[O:14])[CH2:9][CH:8]=1)(=O)=O.[CH3:22][O:23][C:24]1[CH:29]=[C:28](B2OC(C)(C)C(C)(C)O2)[CH:27]=[CH:26][C:25]=1[NH:39][C:40](=[O:46])[O:41][C:42]([CH3:45])([CH3:44])[CH3:43].C(=O)(O)[O-].[Na+], predict the reaction product. The product is: [C:42]([O:41][C:40]([NH:39][C:25]1[CH:26]=[CH:27][C:28]([C:7]2[CH2:12][CH2:11][N:10]([C:13]([O:15][C:16]([CH3:19])([CH3:18])[CH3:17])=[O:14])[CH2:9][CH:8]=2)=[CH:29][C:24]=1[O:23][CH3:22])=[O:46])([CH3:45])([CH3:44])[CH3:43]. (2) Given the reactants O=[C:2]1[CH:9]2[CH2:10][C:5]3([C:12]([OH:14])=[O:13])[CH2:6][CH:7]([CH2:11][CH:3]1[CH2:4]3)[CH2:8]2.O.[NH3:16], predict the reaction product. The product is: [NH2:16][CH:2]1[CH:9]2[CH2:10][C:5]3([C:12]([OH:14])=[O:13])[CH2:6][CH:7]([CH2:11][CH:3]1[CH2:4]3)[CH2:8]2. (3) Given the reactants C(OC(=O)[NH:7][C@H:8]([C:13]1[O:14][C:15]([NH2:18])=[N:16][N:17]=1)[C:9]([CH3:12])([CH3:11])[CH3:10])(C)(C)C.[ClH:20].O1CCOCC1, predict the reaction product. The product is: [ClH:20].[ClH:20].[NH2:7][C@H:8]([C:13]1[O:14][C:15]([NH2:18])=[N:16][N:17]=1)[C:9]([CH3:11])([CH3:12])[CH3:10]. (4) Given the reactants [C:1]([O:5][C:6]([N:8]1[C:19]2[C:11](=[C:12]3[C:16](=[CH:17][CH:18]=2)[NH:15][C:14]([C:20]([O:22]C)=[O:21])=[CH:13]3)[CH2:10][CH2:9]1)=[O:7])([CH3:4])([CH3:3])[CH3:2].Cl.CN1CCN(C(Cl)=O)CC1.C(O)C=C.N1C=CC=CC=1, predict the reaction product. The product is: [C:1]([O:5][C:6]([N:8]1[C:19]2[C:11](=[C:12]3[C:16](=[CH:17][CH:18]=2)[NH:15][C:14]([C:20]([OH:22])=[O:21])=[CH:13]3)[CH2:10][CH2:9]1)=[O:7])([CH3:4])([CH3:2])[CH3:3]. (5) Given the reactants [CH3:1][N:2]1[CH:6]=[C:5]([CH:7]=[O:8])[N:4]=[CH:3]1.[Br:9]N1C(=O)CCC1=O.C(Cl)(Cl)Cl, predict the reaction product. The product is: [Br:9][C:6]1[N:2]([CH3:1])[CH:3]=[N:4][C:5]=1[CH:7]=[O:8].